Dataset: Full USPTO retrosynthesis dataset with 1.9M reactions from patents (1976-2016). Task: Predict the reactants needed to synthesize the given product. (1) Given the product [Br:26][C:27]1[N:31]([C:32]2[CH:33]=[CH:34][C:35]([F:38])=[CH:36][CH:37]=2)[N:30]=[CH:29][C:28]=1[CH2:39][C:40]([NH:10][CH2:9][C:3]1[CH:4]=[CH:5][C:6]([F:8])=[CH:7][C:2]=1[Cl:1])=[O:42], predict the reactants needed to synthesize it. The reactants are: [Cl:1][C:2]1[CH:7]=[C:6]([F:8])[CH:5]=[CH:4][C:3]=1[CH2:9][NH:10]C(=O)CC1C(C)=NN(CC(O)(C)C)C=1C.[Br:26][C:27]1[N:31]([C:32]2[CH:37]=[CH:36][C:35]([F:38])=[CH:34][CH:33]=2)[N:30]=[CH:29][C:28]=1[CH2:39][C:40]([OH:42])=O. (2) Given the product [CH3:1][C@H:2]1[CH2:7][N:6]([S:26]([C:23]2[CH:22]=[CH:21][C:20]([O:19][C:18]([F:17])([F:30])[F:31])=[CH:25][CH:24]=2)(=[O:28])=[O:27])[CH2:5][CH2:4][N:3]1[C:8]([C:10]1[CH:11]=[N:12][C:13]([CH3:16])=[CH:14][CH:15]=1)=[O:9], predict the reactants needed to synthesize it. The reactants are: [CH3:1][C@H:2]1[CH2:7][NH:6][CH2:5][CH2:4][N:3]1[C:8]([C:10]1[CH:11]=[N:12][C:13]([CH3:16])=[CH:14][CH:15]=1)=[O:9].[F:17][C:18]([F:31])([F:30])[O:19][C:20]1[CH:25]=[CH:24][C:23]([S:26](Cl)(=[O:28])=[O:27])=[CH:22][CH:21]=1.CCN(C(C)C)C(C)C. (3) Given the product [N:10]1[N:9]([C:6]2[CH:7]=[CH:8][C:3]([OH:2])=[CH:4][C:5]=2[CH3:18])[CH:17]=[C:16]2[C:11]=1[CH:12]=[CH:13][CH:14]=[CH:15]2, predict the reactants needed to synthesize it. The reactants are: C[O:2][C:3]1[CH:8]=[CH:7][C:6]([N:9]2[CH:17]=[C:16]3[C:11]([CH:12]=[CH:13][CH:14]=[CH:15]3)=[N:10]2)=[C:5]([CH3:18])[CH:4]=1.B(Br)(Br)Br. (4) Given the product [Br:4][C:5]1[N:6]=[C:7]([CH:19]=[O:2])[S:8][C:9]=1[C:10]1[CH:15]=[CH:14][C:13]([CH2:16][CH2:17][CH3:18])=[CH:12][CH:11]=1, predict the reactants needed to synthesize it. The reactants are: [Se](=O)=[O:2].[Br:4][C:5]1[N:6]=[C:7]([CH3:19])[S:8][C:9]=1[C:10]1[CH:15]=[CH:14][C:13]([CH2:16][CH2:17][CH3:18])=[CH:12][CH:11]=1.